Task: Regression. Given two drug SMILES strings and cell line genomic features, predict the synergy score measuring deviation from expected non-interaction effect.. Dataset: NCI-60 drug combinations with 297,098 pairs across 59 cell lines (1) Drug 1: CCC1=CC2CC(C3=C(CN(C2)C1)C4=CC=CC=C4N3)(C5=C(C=C6C(=C5)C78CCN9C7C(C=CC9)(C(C(C8N6C)(C(=O)OC)O)OC(=O)C)CC)OC)C(=O)OC.C(C(C(=O)O)O)(C(=O)O)O. Drug 2: C1=NC2=C(N1)C(=S)N=CN2. Cell line: A549. Synergy scores: CSS=44.8, Synergy_ZIP=-5.63, Synergy_Bliss=-3.81, Synergy_Loewe=-11.5, Synergy_HSA=-1.71. (2) Drug 1: C1=NC2=C(N=C(N=C2N1C3C(C(C(O3)CO)O)F)Cl)N. Drug 2: CC=C1C(=O)NC(C(=O)OC2CC(=O)NC(C(=O)NC(CSSCCC=C2)C(=O)N1)C(C)C)C(C)C. Cell line: BT-549. Synergy scores: CSS=17.8, Synergy_ZIP=-3.18, Synergy_Bliss=0.0140, Synergy_Loewe=-0.804, Synergy_HSA=1.42.